From a dataset of Reaction yield outcomes from USPTO patents with 853,638 reactions. Predict the reaction yield, written as a fraction of the theoretical maximum amount of product (1.0 means a 100% yield; for example, 0.34 means a 34% yield). (1) The reactants are Br[C:2]1[CH:7]=[CH:6][C:5]([C:8]2[N:9]([C:24]3[CH:29]=[CH:28][C:27]([Cl:30])=[CH:26][CH:25]=3)[C:10](=[O:23])[C:11]3[CH:16]=[N:15][N:14]([C:17]4[CH:22]=[CH:21][CH:20]=[CH:19][CH:18]=4)[C:12]=3[N:13]=2)=[CH:4][CH:3]=1.C([Sn](CCCC)(CCCC)[C:36]1[CH:41]=[CH:40][CH:39]=[CH:38][N:37]=1)CCC. The catalyst is C1(C)C=CC=CC=1.C1C=CC([P]([Pd]([P](C2C=CC=CC=2)(C2C=CC=CC=2)C2C=CC=CC=2)([P](C2C=CC=CC=2)(C2C=CC=CC=2)C2C=CC=CC=2)[P](C2C=CC=CC=2)(C2C=CC=CC=2)C2C=CC=CC=2)(C2C=CC=CC=2)C2C=CC=CC=2)=CC=1. The product is [Cl:30][C:27]1[CH:28]=[CH:29][C:24]([N:9]2[C:10](=[O:23])[C:11]3[CH:16]=[N:15][N:14]([C:17]4[CH:22]=[CH:21][CH:20]=[CH:19][CH:18]=4)[C:12]=3[N:13]=[C:8]2[C:5]2[CH:4]=[CH:3][C:2]([C:36]3[CH:41]=[CH:40][CH:39]=[CH:38][N:37]=3)=[CH:7][CH:6]=2)=[CH:25][CH:26]=1. The yield is 0.460. (2) The reactants are Br[C:2]1[CH:3]=[CH:4][C:5]2[O:14][CH2:13][CH2:12][C:11]3[S:10][C:9]([C:15]4[N:16]([CH:20]([CH3:22])[CH3:21])[N:17]=[CH:18][N:19]=4)=[N:8][C:7]=3[C:6]=2[CH:23]=1.[CH3:24][N:25](C=O)C. The catalyst is [C-]#N.[Zn+2].[C-]#N.C1C=CC([P]([Pd]([P](C2C=CC=CC=2)(C2C=CC=CC=2)C2C=CC=CC=2)([P](C2C=CC=CC=2)(C2C=CC=CC=2)C2C=CC=CC=2)[P](C2C=CC=CC=2)(C2C=CC=CC=2)C2C=CC=CC=2)(C2C=CC=CC=2)C2C=CC=CC=2)=CC=1. The product is [CH:20]([N:16]1[C:15]([C:9]2[S:10][C:11]3[CH2:12][CH2:13][O:14][C:5]4[CH:4]=[CH:3][C:2]([C:24]#[N:25])=[CH:23][C:6]=4[C:7]=3[N:8]=2)=[N:19][CH:18]=[N:17]1)([CH3:22])[CH3:21]. The yield is 0.730. (3) The reactants are [CH3:1][N:2]([CH3:7])[CH2:3][CH2:4][CH2:5][NH2:6].[Br:8][C:9]1[C:10](Cl)=[N:11][C:12]([Cl:15])=[N:13][CH:14]=1.C(OCC)(=O)C. The catalyst is O1CCOCC1. The product is [Br:8][C:9]1[C:10]([NH:6][CH2:5][CH2:4][CH2:3][N:2]([CH3:7])[CH3:1])=[N:11][C:12]([Cl:15])=[N:13][CH:14]=1. The yield is 0.860. (4) The reactants are [C:1]([O:5][C:6]([N:8]1[CH2:12][CH:11]=[C:10](OS(C(F)(F)F)(=O)=O)[CH2:9]1)=[O:7])([CH3:4])([CH3:3])[CH3:2].C(=O)([O-])[O-].[K+].[K+].CC1(C)C(C)(C)OB([C:35]2[CH:36]=[CH:37][C:38]([NH2:41])=[N:39][CH:40]=2)O1.C([O-])(O)=O.[Na+]. The catalyst is C1C=CC([P]([Pd]([P](C2C=CC=CC=2)(C2C=CC=CC=2)C2C=CC=CC=2)([P](C2C=CC=CC=2)(C2C=CC=CC=2)C2C=CC=CC=2)[P](C2C=CC=CC=2)(C2C=CC=CC=2)C2C=CC=CC=2)(C2C=CC=CC=2)C2C=CC=CC=2)=CC=1.O.C1COCC1. The product is [C:1]([O:5][C:6]([N:8]1[CH2:12][CH:11]=[C:10]([C:35]2[CH:40]=[N:39][C:38]([NH2:41])=[CH:37][CH:36]=2)[CH2:9]1)=[O:7])([CH3:4])([CH3:3])[CH3:2]. The yield is 0.840. (5) The reactants are [Cl:1][C:2]1[CH:11]=[CH:10][C:9]2[C:4](=[C:5]([NH:12][S:13]([C:16]3[CH:21]=[CH:20][CH:19]=[CH:18][C:17]=3[N+:22]([O-])=O)(=[O:15])=[O:14])[CH:6]=[CH:7][CH:8]=2)[N:3]=1.Cl[Sn]Cl. The catalyst is Cl.CCO. The product is [NH2:22][C:17]1[CH:18]=[CH:19][CH:20]=[CH:21][C:16]=1[S:13]([NH:12][C:5]1[CH:6]=[CH:7][CH:8]=[C:9]2[C:4]=1[N:3]=[C:2]([Cl:1])[CH:11]=[CH:10]2)(=[O:15])=[O:14]. The yield is 0.800. (6) The reactants are [NH2:1][C:2]1[C:3]([CH3:28])=[N:4][C:5]([O:9][CH2:10][C:11]([N:13]([CH:15]2[CH2:20][CH2:19][N:18]([CH2:21][C:22]3[CH:27]=[CH:26][CH:25]=[CH:24][CH:23]=3)[CH2:17][CH2:16]2)[CH3:14])=[O:12])=[N:6][C:7]=1[CH3:8].O.[C:30]1([S:36]([OH:39])(=[O:38])=[O:37])[CH:35]=[CH:34][CH:33]=[CH:32][CH:31]=1. The catalyst is CO. The product is [C:30]1([S:36]([OH:39])(=[O:38])=[O:37])[CH:35]=[CH:34][CH:33]=[CH:32][CH:31]=1.[NH2:1][C:2]1[C:7]([CH3:8])=[N:6][C:5]([O:9][CH2:10][C:11]([N:13]([CH:15]2[CH2:20][CH2:19][N:18]([CH2:21][C:22]3[CH:23]=[CH:24][CH:25]=[CH:26][CH:27]=3)[CH2:17][CH2:16]2)[CH3:14])=[O:12])=[N:4][C:3]=1[CH3:28]. The yield is 0.690. (7) The catalyst is [Cu]I.CCCCCC.C(OCC)(=O)C.CC(O)C. The reactants are [O-]P([O-])([O-])=O.[K+].[K+].[K+].[CH2:9]([NH2:16])[C:10]1[CH:15]=[CH:14][CH:13]=[CH:12][CH:11]=1.I[C:18]1[CH:19]=[C:20]([O:24][CH3:25])[CH:21]=[CH:22][CH:23]=1.C(O)CO. The yield is 0.800. The product is [CH3:25][O:24][C:20]1[CH:19]=[C:18]([NH:16][CH2:9][C:10]2[CH:15]=[CH:14][CH:13]=[CH:12][CH:11]=2)[CH:23]=[CH:22][CH:21]=1.